From a dataset of Reaction yield outcomes from USPTO patents with 853,638 reactions. Predict the reaction yield, written as a fraction of the theoretical maximum amount of product (1.0 means a 100% yield; for example, 0.34 means a 34% yield). (1) The reactants are C(N(C(C)C)CC)(C)C.[CH2:10]([OH:15])[CH2:11][CH2:12][CH:13]=[CH2:14].Cl[C:17](Cl)([O:19]C(=O)OC(Cl)(Cl)Cl)Cl.[OH-].[Na+].[NH2:30][C@H:31]([C:36]([OH:38])=[O:37])[C:32]([CH3:35])([CH3:34])[CH3:33]. The catalyst is O1CCOCC1. The product is [CH3:33][C:32]([CH3:35])([CH3:34])[C@H:31]([NH:30][C:17]([O:15][CH2:10][CH2:11][CH2:12][CH:13]=[CH2:14])=[O:19])[C:36]([OH:38])=[O:37]. The yield is 0.739. (2) The reactants are [NH2:1][C@@H:2]([C:4](O)=[O:5])[CH3:3].[H-].[H-].[H-].[H-].[Li+].[Al+3].C1COCC1.[CH3:30][C:29]([O:28][C:26](O[C:26]([O:28][C:29]([CH3:32])([CH3:31])[CH3:30])=[O:27])=[O:27])([CH3:32])[CH3:31]. The catalyst is C(Cl)Cl. The product is [C:26]([C@@H:4]([OH:5])[CH:2]([NH2:1])[CH3:3])([O:28][C:29]([CH3:30])([CH3:31])[CH3:32])=[O:27]. The yield is 0.630. (3) The reactants are [C:1]1([CH:7]([C:28]2[CH:33]=[CH:32][CH:31]=[CH:30][CH:29]=2)[N:8]2[C:16]3[C:11](=[CH:12][CH:13]=[CH:14][CH:15]=3)[C:10](O)([C:17]3[CH:22]=[CH:21][C:20]([O:23][CH3:24])=[CH:19][C:18]=3[OH:25])[C:9]2=[O:27])[CH:6]=[CH:5][CH:4]=[CH:3][CH:2]=1.FC(F)(F)C(O)=O.C([SiH](CC)CC)C. The catalyst is ClCCl. The product is [C:28]1([CH:7]([C:1]2[CH:6]=[CH:5][CH:4]=[CH:3][CH:2]=2)[N:8]2[C:16]3[C:11](=[CH:12][CH:13]=[CH:14][CH:15]=3)[CH:10]([C:17]3[CH:22]=[CH:21][C:20]([O:23][CH3:24])=[CH:19][C:18]=3[OH:25])[C:9]2=[O:27])[CH:29]=[CH:30][CH:31]=[CH:32][CH:33]=1. The yield is 0.270. (4) The reactants are [OH:1][C:2]1[CH:3]=[C:4]2[C:9](=[CH:10][CH:11]=1)[O:8][C:7](=[O:12])[CH:6]=[C:5]2[CH3:13].Cl[C:15]1[C:24]2[C:19](=[CH:20][C:21]([O:27][CH3:28])=[C:22]([O:25][CH3:26])[CH:23]=2)[N:18]=[CH:17][CH:16]=1.O. The catalyst is CN(C)C1C=CN=CC=1.ClC1C=CC=CC=1Cl. The product is [CH3:26][O:25][C:22]1[CH:23]=[C:24]2[C:19](=[CH:20][C:21]=1[O:27][CH3:28])[N:18]=[CH:17][CH:16]=[C:15]2[O:1][C:2]1[CH:3]=[C:4]2[C:9](=[CH:10][CH:11]=1)[O:8][C:7](=[O:12])[CH:6]=[C:5]2[CH3:13]. The yield is 0.0500. (5) The reactants are [CH3:1][C@@H:2]1[N:7]([CH2:8][C:9]2[CH:14]=[CH:13][CH:12]=[CH:11][CH:10]=2)[C:6](=O)[CH2:5][O:4][CH2:3]1.COCCO[AlH2-]OCCOC.[Na+]. The catalyst is C1(C)C=CC=CC=1. The product is [CH3:1][C@H:2]1[CH2:3][O:4][CH2:5][CH2:6][N:7]1[CH2:8][C:9]1[CH:14]=[CH:13][CH:12]=[CH:11][CH:10]=1. The yield is 0.950.